Dataset: Full USPTO retrosynthesis dataset with 1.9M reactions from patents (1976-2016). Task: Predict the reactants needed to synthesize the given product. (1) Given the product [O:3]=[C:4]1[CH:5]=[C:6]([C@@H:8]2[CH2:13][CH2:12][N:11]([C:14]([O:16][CH3:17])=[O:15])[C@@H:10]([CH2:18][C:19]3[CH:24]=[CH:23][CH:22]=[C:21]([C:25]([F:28])([F:27])[F:26])[CH:20]=3)[CH2:9]2)[O:7][NH:33]1, predict the reactants needed to synthesize it. The reactants are: C([O:3][C:4](=O)[CH2:5][C:6]([C@@H:8]1[CH2:13][CH2:12][N:11]([C:14]([O:16][CH3:17])=[O:15])[C@@H:10]([CH2:18][C:19]2[CH:24]=[CH:23][CH:22]=[C:21]([C:25]([F:28])([F:27])[F:26])[CH:20]=2)[CH2:9]1)=[O:7])C.[OH-].[Na+].Cl.[NH2:33]O.Cl. (2) Given the product [CH:1]1([N:5]2[CH2:11][C:10]([F:13])([F:12])[C:9](=[O:14])[N:8]([CH3:15])[C:7]3[CH:16]=[N:17][C:18]([NH:20][C:21]4[CH:29]=[CH:28][C:24]([C:25]([NH:63][CH:64]5[CH2:69][CH2:68][N:67]([CH3:70])[CH2:66][CH2:65]5)=[O:27])=[CH:23][C:22]=4[O:30][CH3:31])=[N:19][C:6]2=3)[CH2:4][CH2:3][CH2:2]1, predict the reactants needed to synthesize it. The reactants are: [CH:1]1([N:5]2[CH2:11][C:10]([F:13])([F:12])[C:9](=[O:14])[N:8]([CH3:15])[C:7]3[CH:16]=[N:17][C:18]([NH:20][C:21]4[CH:29]=[CH:28][C:24]([C:25]([OH:27])=O)=[CH:23][C:22]=4[O:30][CH3:31])=[N:19][C:6]2=3)[CH2:4][CH2:3][CH2:2]1.C(N(CC)CC)C.F[P-](F)(F)(F)(F)F.CN(C(N(C)C)=[N+]1C2C(=NC=CC=2)[N+]([O-])=N1)C.[NH2:63][CH:64]1[CH2:69][CH2:68][N:67]([CH3:70])[CH2:66][CH2:65]1.